From a dataset of Drug-target binding data from BindingDB using Kd measurements. Regression. Given a target protein amino acid sequence and a drug SMILES string, predict the binding affinity score between them. We predict pKd (pKd = -log10(Kd in M); higher means stronger binding). Dataset: bindingdb_kd. The drug is C#Cc1cccc(Nc2ncnc3cc(OCCOC)c(OCCOC)cc23)c1. The target protein (Q9BZL6) has sequence MATAPSYPAGLPGSPGPGSPPPPGGLELQSPPPLLPQIPAPGSGVSFHIQIGLTREFVLLPAASELAHVKQLACSIVDQKFPECGFYGLYDKILLFKHDPTSANLLQLVRSSGDIQEGDLVEVVLSASATFEDFQIRPHALTVHSYRAPAFCDHCGEMLFGLVRQGLKCDGCGLNYHKRCAFSIPNNCSGARKRRLSSTSLASGHSVRLGTSESLPCTAEELSRSTTELLPRRPPSSSSSSSASSYTGRPIELDKMLLSKVKVPHTFLIHSYTRPTVCQACKKLLKGLFRQGLQCKDCKFNCHKRCATRVPNDCLGEALINGDVPMEEATDFSEADKSALMDESEDSGVIPGSHSENALHASEEEEGEGGKAQSSLGYIPLMRVVQSVRHTTRKSSTTLREGWVVHYSNKDTLRKRHYWRLDCKCITLFQNNTTNRYYKEIPLSEILTVESAQNFSLVPPGTNPHCFEIVTANATYFVGEMPGGTPGGPSGQGAEAARGW.... The pKd is 5.0.